From a dataset of Forward reaction prediction with 1.9M reactions from USPTO patents (1976-2016). Predict the product of the given reaction. (1) Given the reactants C[O:2][C:3](=[O:50])[C:4]1[CH:9]=[CH:8][CH:7]=[CH:6][C:5]=1[O:10][C:11]1[CH:16]=[CH:15][CH:14]=[C:13]([O:17][CH2:18][CH2:19][CH2:20][O:21][C:22]2[CH:27]=[C:26]([O:28]CC3C=CC=CC=3)[C:25](B3OC(C)(C)C(C)(C)O3)=[CH:24][C:23]=2[CH2:45][CH3:46])[C:12]=1[CH2:47][CH2:48][CH3:49].[Br:51][C:52]1[N:56]=[C:55](Cl)[S:54][N:53]=1.C(=O)([O-])[O-].[Cs+].[Cs+], predict the reaction product. The product is: [Br:51][C:52]1[N:56]=[C:55]([C:25]2[C:26]([OH:28])=[CH:27][C:22]([O:21][CH2:20][CH2:19][CH2:18][O:17][C:13]3[C:12]([CH2:47][CH2:48][CH3:49])=[C:11]([CH:16]=[CH:15][CH:14]=3)[O:10][C:5]3[CH:6]=[CH:7][CH:8]=[CH:9][C:4]=3[C:3]([OH:50])=[O:2])=[C:23]([CH2:45][CH3:46])[CH:24]=2)[S:54][N:53]=1. (2) Given the reactants [C:1]([C@@H:4]1[CH2:8][S:7][C@H:6]2[CH2:9][C@@H:10]([NH:13][C:14](=[O:20])[O:15][C:16]([CH3:19])([CH3:18])[CH3:17])[C:11](=[O:12])[N:5]12)(=[O:3])[NH2:2].C(OC(N[C@H]1C(=O)N2[C@H](SC[C@H]2C(OC)=O)C1)=O)(C)(C)C, predict the reaction product. The product is: [C:1]([C@@H:4]1[CH2:8][S:7][C@@H:6]2[CH2:9][C@@H:10]([NH:13][C:14](=[O:20])[O:15][C:16]([CH3:18])([CH3:17])[CH3:19])[C:11](=[O:12])[N:5]12)(=[O:3])[NH2:2].